This data is from Catalyst prediction with 721,799 reactions and 888 catalyst types from USPTO. The task is: Predict which catalyst facilitates the given reaction. (1) Reactant: CC(=CC)C.B.[O:7]1CCCC1.[C:12]([O:16][C:17]([N:19]1[CH2:23][C:22](=[CH2:24])[CH2:21][CH:20]1[C:25]([O:27][C:28]([CH3:31])([CH3:30])[CH3:29])=[O:26])=[O:18])([CH3:15])([CH3:14])[CH3:13].[OH-].[Na+].OO. Product: [C:12]([O:16][C:17]([N:19]1[CH2:23][CH:22]([CH2:24][OH:7])[CH2:21][CH:20]1[C:25]([O:27][C:28]([CH3:31])([CH3:30])[CH3:29])=[O:26])=[O:18])([CH3:15])([CH3:14])[CH3:13]. The catalyst class is: 30. (2) Reactant: [CH3:1][O:2][C:3](=[O:29])[C@H:4]([CH2:13][C:14]1[CH:19]=[CH:18][C:17]([C:20]2[C:21](=[O:28])[N:22]([CH3:27])[CH:23]=[C:24]([Cl:26])[CH:25]=2)=[CH:16][CH:15]=1)[NH:5]C(OC(C)(C)C)=O. Product: [CH3:1][O:2][C:3](=[O:29])[C@H:4]([CH2:13][C:14]1[CH:15]=[CH:16][C:17]([C:20]2[C:21](=[O:28])[N:22]([CH3:27])[CH:23]=[C:24]([Cl:26])[CH:25]=2)=[CH:18][CH:19]=1)[NH2:5]. The catalyst class is: 89. (3) Reactant: [NH2:1][C:2]1[S:3][C:4]([C:14]2[CH:19]=[CH:18][N:17]=[C:16]([NH:20][C:21](=O)[O:22]C(C)(C)C)[N:15]=2)=[C:5]([C:7]2[CH:12]=[CH:11][CH:10]=[C:9]([CH3:13])[CH:8]=2)[N:6]=1.[C:28]1([CH2:34][C:35](Cl)=[O:36])[CH:33]=[CH:32][CH:31]=[CH:30][CH:29]=1.C(=O)([O-])O.[Na+]. Product: [CH3:13][C:9]1[CH:8]=[C:7]([C:5]2[N:6]=[C:2]([NH:1][C:35](=[O:36])[CH2:34][C:28]3[CH:33]=[CH:32][CH:31]=[CH:30][CH:29]=3)[S:3][C:4]=2[C:14]2[CH:19]=[CH:18][N:17]=[C:16]([NH:20][C:21](=[O:22])[CH2:5][C:7]3[CH:12]=[CH:11][CH:10]=[CH:9][CH:8]=3)[N:15]=2)[CH:12]=[CH:11][CH:10]=1. The catalyst class is: 80. (4) Reactant: I[C:2]1[CH:3]=[N:4][N:5]2[CH2:10][C@H:9]([CH3:11])[N:8]([C:12]([O:14][C:15]([CH3:18])([CH3:17])[CH3:16])=[O:13])[CH2:7][C:6]=12.[CH3:19][CH:20]1[CH:24]([C:25]([O:27][CH3:28])=[O:26])[CH2:23][C:22](=[O:29])[NH:21]1.CN[C@@H]1CCCC[C@H]1NC.[O-]P([O-])([O-])=O.[K+].[K+].[K+]. Product: [CH3:28][O:27][C:25]([CH:24]1[CH2:23][C:22](=[O:29])[N:21]([C:2]2[CH:3]=[N:4][N:5]3[CH2:10][C@H:9]([CH3:11])[N:8]([C:12]([O:14][C:15]([CH3:18])([CH3:17])[CH3:16])=[O:13])[CH2:7][C:6]=23)[CH:20]1[CH3:19])=[O:26]. The catalyst class is: 185. (5) Reactant: [NH2:1][C:2]1[C:11]([NH2:12])=[C:10]2[C:5]([C:6](=[O:24])[CH:7]=[C:8]([C:13]3[CH:18]=[C:17]([F:19])[C:16]([N:20]([CH3:22])[CH3:21])=[C:15]([F:23])[CH:14]=3)[O:9]2)=[CH:4][CH:3]=1.C1N=CN([C:30](N2C=NC=C2)=[O:31])C=1. Product: [CH3:22][N:20]([CH3:21])[C:16]1[C:15]([F:23])=[CH:14][C:13]([C:8]2[O:9][C:10]3[C:11]4[NH:12][C:30](=[O:31])[NH:1][C:2]=4[CH:3]=[CH:4][C:5]=3[C:6](=[O:24])[CH:7]=2)=[CH:18][C:17]=1[F:19]. The catalyst class is: 1. (6) Reactant: O1CCCCC1[O:7][CH2:8][CH2:9][O:10][C:11](=[O:37])[O:12][CH:13]([N:15]1[N:19]=[C:18]([C:20]#[N:21])[C:17]([C:22]2[CH:27]=[C:26]([C:28]([F:31])([F:30])[F:29])[CH:25]=[C:24]([C:32]3[CH:36]=[CH:35][S:34][CH:33]=3)[CH:23]=2)=[N:16]1)[CH3:14].Cl. Product: [OH:7][CH2:8][CH2:9][O:10][C:11](=[O:37])[O:12][CH:13]([N:15]1[N:19]=[C:18]([C:20]#[N:21])[C:17]([C:22]2[CH:27]=[C:26]([C:28]([F:30])([F:29])[F:31])[CH:25]=[C:24]([C:32]3[CH:36]=[CH:35][S:34][CH:33]=3)[CH:23]=2)=[N:16]1)[CH3:14]. The catalyst class is: 49. (7) Reactant: [CH3:1][C:2]1[CH:7]=[C:6]([N+:8]([O-:10])=[O:9])[CH:5]=[CH:4][C:3]=1[N+]([O-])=O.[Cl:14][C:15]1[CH:16]=[C:17]([C:22](=[O:27])[C:23]([F:26])([F:25])[F:24])[CH:18]=[C:19]([Cl:21])[CH:20]=1.CCN(C(C)C)C(C)C.[F-].C([N+](CCCC)(CCCC)CCCC)CCC. Product: [Cl:14][C:15]1[CH:16]=[C:17]([C:22]2([C:23]([F:26])([F:24])[F:25])[CH2:1][C:2]3[CH:7]=[C:6]([N+:8]([O-:10])=[O:9])[CH:5]=[CH:4][C:3]=3[O:27]2)[CH:18]=[C:19]([Cl:21])[CH:20]=1. The catalyst class is: 20. (8) Reactant: [CH3:1][CH:2]1[N:12](C(C2C=CC=CC=2)C)[CH2:11][C:5]2[N:6]=[CH:7][NH:8][C:9](=[O:10])[C:4]=2[CH2:3]1.[CH:21]([O-:23])=[O:22].[NH4+].[CH3:25]O.[CH2:27]1[CH2:31]OC[CH2:28]1. Product: [C:27]([O:22][C:21]([N:12]1[CH:2]([CH3:1])[CH2:3][C:4]2[C:9](=[O:10])[NH:8][CH:7]=[N:6][C:5]=2[CH2:11]1)=[O:23])([CH3:28])([CH3:31])[CH3:25]. The catalyst class is: 45. (9) Reactant: [CH3:1][C:2]([CH3:6])([CH3:5])[CH:3]=O.[CH3:7][O:8][C:9](=[O:13])[CH2:10][CH2:11][NH2:12].[BH3-]C#N.[Na+]. Product: [CH3:7][O:8][C:9](=[O:13])[CH2:10][CH2:11][NH:12][CH2:3][C:2]([CH3:6])([CH3:5])[CH3:1]. The catalyst class is: 5.